Dataset: Forward reaction prediction with 1.9M reactions from USPTO patents (1976-2016). Task: Predict the product of the given reaction. (1) Given the reactants C(OC([N:8]1[CH2:13][CH2:12][N:11]([C:14]([CH3:17])([CH3:16])[CH3:15])[CH2:10][CH:9]1[C:18]([OH:20])=O)=O)(C)(C)C.CN(C(ON1N=NC2C=CC=NC1=2)=[N+](C)C)C.F[P-](F)(F)(F)(F)F.C(O)(C(F)(F)F)=O.[Cl:52][C:53]1[CH:54]=[C:55]([NH:60][C:61]([N:63]2[CH2:68][CH2:67][N:66](C([C@H]3CN(C(C)C)CCN3)=O)[CH2:65][CH2:64]2)=[O:62])[CH:56]=[CH:57][C:58]=1[Cl:59], predict the reaction product. The product is: [C:14]([N:11]1[CH2:12][CH2:13][NH:8][CH:9]([C:18]([N:66]2[CH2:65][CH2:64][N:63]([C:61]([NH:60][C:55]3[CH:56]=[CH:57][C:58]([Cl:59])=[C:53]([Cl:52])[CH:54]=3)=[O:62])[CH2:68][CH2:67]2)=[O:20])[CH2:10]1)([CH3:15])([CH3:16])[CH3:17]. (2) Given the reactants [C:1]1([C:7]2([C:11]#N)[CH2:10][CH2:9][CH2:8]2)[CH:6]=[CH:5][CH:4]=[CH:3][CH:2]=1.[H-].C([Al+]CC(C)C)C(C)C.C(OCC)(=[O:25])C.O, predict the reaction product. The product is: [C:1]1([C:7]2([CH:11]=[O:25])[CH2:10][CH2:9][CH2:8]2)[CH:6]=[CH:5][CH:4]=[CH:3][CH:2]=1. (3) Given the reactants [Cl:1][C:2]1[CH:7]=[CH:6][C:5]([NH:8]N=C2CCCC(=O)C2)=[CH:4][CH:3]=1.F[C:18](F)(F)[C:19]([OH:21])=O, predict the reaction product. The product is: [Cl:1][C:2]1[CH:3]=[C:4]2[C:5](=[CH:6][CH:7]=1)[NH:8][C:2]1[CH2:7][CH2:6][CH2:18][C:19](=[O:21])[C:3]2=1. (4) Given the reactants [Cl:1][C:2]1[CH:3]=[C:4]([C:10]2([C:27]([F:30])([F:29])[F:28])[CH2:14][CH2:13][N:12]([C:15]3[S:16][C:17]([C:24](O)=[O:25])=[C:18]([C:20]([F:23])([F:22])[F:21])[N:19]=3)[CH2:11]2)[CH:5]=[C:6]([Cl:9])[C:7]=1[Cl:8].S(Cl)(Cl)=O, predict the reaction product. The product is: [Cl:1][C:2]1[CH:3]=[C:4]([C:10]2([C:27]([F:30])([F:28])[F:29])[CH2:14][CH2:13][N:12]([C:15]3[S:16][C:17]([CH2:24][OH:25])=[C:18]([C:20]([F:23])([F:22])[F:21])[N:19]=3)[CH2:11]2)[CH:5]=[C:6]([Cl:9])[C:7]=1[Cl:8]. (5) Given the reactants [CH:1]1[C:10]2[C:5](=[CH:6][C:7]([OH:11])=[CH:8][CH:9]=2)[CH:4]=[CH:3][C:2]=1[OH:12].[F:13][C:14]([F:27])([F:26])[S:15](O[S:15]([C:14]([F:27])([F:26])[F:13])(=[O:17])=[O:16])(=[O:17])=[O:16].O, predict the reaction product. The product is: [F:13][C:14]([F:27])([F:26])[S:15]([O:12][C:2]1[CH:3]=[CH:4][C:5]2[C:10](=[CH:9][CH:8]=[C:7]([OH:11])[CH:6]=2)[CH:1]=1)(=[O:17])=[O:16]. (6) The product is: [F:13][C:3]1[C:2]([NH2:1])=[CH:11][CH:10]=[C:9]2[C:4]=1[CH2:5][CH2:6][NH:7][CH2:8]2. Given the reactants [NH2:1][C:2]1[C:3]([F:13])=[C:4]2[C:9](=[CH:10][CH:11]=1)[C:8](=O)[NH:7][CH2:6][CH2:5]2.B.CO, predict the reaction product.